Task: Predict the product of the given reaction.. Dataset: Forward reaction prediction with 1.9M reactions from USPTO patents (1976-2016) (1) The product is: [Cl:10][C:9]1[C:4]2[CH:3]=[C:2]([CH:12]3[CH2:14][CH2:13]3)[S:11][C:5]=2[N:6]=[CH:7][N:8]=1. Given the reactants Br[C:2]1[S:11][C:5]2[N:6]=[CH:7][N:8]=[C:9]([Cl:10])[C:4]=2[CH:3]=1.[CH:12]1(B(O)O)[CH2:14][CH2:13]1.C(=O)([O-])[O-].[Na+].[Na+].C1C=CC(P(C2C=CC=CC=2)C2C=CC=CC=2)=CC=1, predict the reaction product. (2) Given the reactants [F:1][C:2]1[CH:3]=[N:4][C:5]2[CH:6]=[CH:7][C:8](=[O:30])[N:9]3[CH2:13][C:12]([CH2:15][N:16]4[CH2:21][CH2:20][CH:19]([NH:22]C(=O)OC(C)(C)C)[CH2:18][CH2:17]4)([F:14])[C:11]=1[C:10]=23.[ClH:31].O1CCOCC1, predict the reaction product. The product is: [ClH:31].[ClH:31].[NH2:22][CH:19]1[CH2:18][CH2:17][N:16]([CH2:15][C:12]2([F:14])[C:11]3=[C:2]([F:1])[CH:3]=[N:4][C:5]4[CH:6]=[CH:7][C:8](=[O:30])[N:9]([C:10]=43)[CH2:13]2)[CH2:21][CH2:20]1. (3) Given the reactants [Cl:1][C:2]1[CH:3]=[C:4]([CH2:9][CH2:10][CH:11]([N:13]([CH3:18])[CH2:14][CH2:15][CH2:16][NH2:17])[CH3:12])[CH:5]=[CH:6][C:7]=1[Cl:8].[Br:19][CH2:20][C:21](Br)=[O:22], predict the reaction product. The product is: [BrH:19].[Br:19][CH2:20][C:21]([NH:17][CH2:16][CH2:15][CH2:14][N:13]([CH:11]([CH3:12])[CH2:10][CH2:9][C:4]1[CH:5]=[CH:6][C:7]([Cl:8])=[C:2]([Cl:1])[CH:3]=1)[CH3:18])=[O:22]. (4) Given the reactants N1C=CC=CC=1C(O)=O.P([O-])([O-])([O-])=O.[K+].[K+].[K+].[Cl:18][C:19]1[CH:24]=[CH:23][CH:22]=[CH:21][C:20]=1I.[O:26]=[S:27]1(=[O:46])[CH2:32][CH2:31][N:30]2[CH:33]3[CH2:38][CH2:37][C:36]([C:39]4[CH:44]=[CH:43][C:42]([OH:45])=[CH:41][CH:40]=4)([C:29]2=[N:28]1)[CH2:35][CH2:34]3, predict the reaction product. The product is: [Cl:18][C:19]1[CH:24]=[CH:23][CH:22]=[CH:21][C:20]=1[O:45][C:42]1[CH:43]=[CH:44][C:39]([C:36]23[CH2:37][CH2:38][CH:33]([N:30]4[CH2:31][CH2:32][S:27](=[O:46])(=[O:26])[N:28]=[C:29]42)[CH2:34][CH2:35]3)=[CH:40][CH:41]=1. (5) The product is: [N:28]1[C:20]([NH:1][CH2:2][CH:3]2[CH2:8][CH2:7][N:6]([C:9]([O:11][CH2:12][C:13]3[CH:14]=[CH:15][CH:16]=[CH:17][CH:18]=3)=[O:10])[CH2:5][CH2:4]2)=[C:21]2[C:25]([NH:24][CH:23]=[N:22]2)=[N:26][CH:27]=1. Given the reactants [NH2:1][CH2:2][CH:3]1[CH2:8][CH2:7][N:6]([C:9]([O:11][CH2:12][C:13]2[CH:18]=[CH:17][CH:16]=[CH:15][CH:14]=2)=[O:10])[CH2:5][CH2:4]1.Cl[C:20]1[N:28]=[CH:27][N:26]=[C:25]2[C:21]=1[NH:22][CH:23]=[N:24]2, predict the reaction product. (6) Given the reactants C[N:2](/[CH:4]=[N:5]/[C:6]([C:8]1[S:9][C:10]([N+:13]([O-:15])=[O:14])=[CH:11][CH:12]=1)=O)C.O.[NH2:17]N, predict the reaction product. The product is: [N+:13]([C:10]1[S:9][C:8]([C:6]2[N:5]=[CH:4][NH:2][N:17]=2)=[CH:12][CH:11]=1)([O-:15])=[O:14].